Dataset: Reaction yield outcomes from USPTO patents with 853,638 reactions. Task: Predict the reaction yield, written as a fraction of the theoretical maximum amount of product (1.0 means a 100% yield; for example, 0.34 means a 34% yield). (1) The reactants are [Cl:1][C:2]1[CH:7]=[C:6]([Cl:8])[CH:5]=[CH:4][C:3]=1[C@H:9]([N:11]1[C:15]2[CH:16]=[C:17]([N:20]3[CH2:25][CH2:24][NH:23][C@H:22]([CH3:26])[CH2:21]3)[CH:18]=[CH:19][C:14]=2[N:13]=[N:12]1)[CH3:10].C(OC([N:34]1[CH2:38][CH2:37][CH2:36][C@@H:35]1[C:39](O)=[O:40])=O)(C)(C)C.CN(C(ON1N=NC2C=CC=NC1=2)=[N+](C)C)C.F[P-](F)(F)(F)(F)F.CCN(C(C)C)C(C)C. The catalyst is CN(C=O)C.C(OCC)C. The product is [Cl:1][C:2]1[CH:7]=[C:6]([Cl:8])[CH:5]=[CH:4][C:3]=1[C@H:9]([N:11]1[C:15]2[CH:16]=[C:17]([N:20]3[CH2:25][CH2:24][N:23]([C:39]([C@H:35]4[CH2:36][CH2:37][CH2:38][NH:34]4)=[O:40])[C@H:22]([CH3:26])[CH2:21]3)[CH:18]=[CH:19][C:14]=2[N:13]=[N:12]1)[CH3:10]. The yield is 0.670. (2) The reactants are [OH:1][C:2]1[CH:9]=[CH:8][C:7]([O:10][CH3:11])=[CH:6][C:3]=1[CH:4]=[O:5].C(O[I:16](OC(=O)C)([O-])(=O)=O)(=O)C.C([N+](CC)(CC)CC)C. The catalyst is ClCCl. The product is [OH:1][C:2]1[C:9]([I:16])=[CH:8][C:7]([O:10][CH3:11])=[CH:6][C:3]=1[CH:4]=[O:5]. The yield is 0.119. (3) The reactants are [Br:1][C:2]1[CH:3]=[C:4]([CH:15]=[CH:16][C:17]=1[Cl:18])[CH2:5][NH:6][CH2:7][CH:8]([O:12][CH2:13][CH3:14])[O:9][CH2:10][CH3:11].[CH3:19][C:20]1[CH:25]=[CH:24][C:23]([S:26](Cl)(=[O:28])=[O:27])=[CH:22][CH:21]=1. The catalyst is C(Cl)Cl.N1C=CC=CC=1. The product is [Br:1][C:2]1[CH:3]=[C:4]([CH:15]=[CH:16][C:17]=1[Cl:18])[CH2:5][N:6]([S:26]([C:23]1[CH:24]=[CH:25][C:20]([CH3:19])=[CH:21][CH:22]=1)(=[O:28])=[O:27])[CH2:7][CH:8]([O:9][CH2:10][CH3:11])[O:12][CH2:13][CH3:14]. The yield is 0.780. (4) The reactants are [N+](C1C=CC(C(=O)CNC(=O)CCNC(=O)OC(C)(C)C)=CC=1)([O-])=O.Cl.[NH2:27][CH2:28][C:29]([C:31]1[CH:36]=[CH:35][C:34]([N+:37]([O-:39])=[O:38])=[CH:33][CH:32]=1)=[O:30].[C:40]([O:44][C:45]([NH:47][C:48]([CH3:53])([CH3:52])[C:49](O)=[O:50])=[O:46])([CH3:43])([CH3:42])[CH3:41]. No catalyst specified. The product is [CH3:53][C:48]([NH:47][C:45](=[O:46])[O:44][C:40]([CH3:43])([CH3:42])[CH3:41])([CH3:52])[C:49]([NH:27][CH2:28][C:29]([C:31]1[CH:32]=[CH:33][C:34]([N+:37]([O-:39])=[O:38])=[CH:35][CH:36]=1)=[O:30])=[O:50]. The yield is 0.720. (5) The yield is 0.240. The product is [C:29]([C:28]1[C:27]([F:26])=[C:35]([CH:34]=[CH:33][C:32]=1[F:37])[O:36][CH:2]([C:8]1[S:9][CH:10]=[C:11]([C:13]2[CH:18]=[CH:17][C:16]([Cl:19])=[CH:15][CH:14]=2)[N:12]=1)[C:3]([O:5][CH2:6][CH3:7])=[O:4])(=[O:30])[NH2:31]. The reactants are Br[CH:2]([C:8]1[S:9][CH:10]=[C:11]([C:13]2[CH:18]=[CH:17][C:16]([Cl:19])=[CH:15][CH:14]=2)[N:12]=1)[C:3]([O:5][CH2:6][CH3:7])=[O:4].C([O-])([O-])=O.[K+].[K+].[F:26][C:27]1[C:35]([OH:36])=[CH:34][CH:33]=[C:32]([F:37])[C:28]=1[C:29]([NH2:31])=[O:30]. The catalyst is CN(C=O)C. (6) The reactants are [NH2:1][CH2:2][CH2:3][C:4]1[N:8]=[CH:7][NH:6][CH:5]=1.[N:9]([CH2:12][C:13](OCC)=[O:14])=[C:10]=[S:11]. The catalyst is C(#N)C. The product is [NH:6]1[CH:5]=[C:4]([CH2:3][CH2:2][N:1]2[C:13](=[O:14])[CH2:12][NH:9][C:10]2=[S:11])[N:8]=[CH:7]1. The yield is 0.795. (7) The reactants are [CH2:1]([O:3][C:4](=[O:20])[C:5]1[CH:17]=[C:16]([CH2:18][OH:19])[CH:15]=[C:7]([C:8]([N:10]([CH3:14])[CH2:11][CH2:12][CH3:13])=[O:9])[CH:6]=1)[CH3:2].C(Cl)(=O)C(Cl)=O.CS(C)=O.C(N(CC)CC)C. The catalyst is ClCCl. The product is [CH2:1]([O:3][C:4](=[O:20])[C:5]1[CH:17]=[C:16]([CH:18]=[O:19])[CH:15]=[C:7]([C:8]([N:10]([CH3:14])[CH2:11][CH2:12][CH3:13])=[O:9])[CH:6]=1)[CH3:2]. The yield is 0.780.